From a dataset of Merck oncology drug combination screen with 23,052 pairs across 39 cell lines. Regression. Given two drug SMILES strings and cell line genomic features, predict the synergy score measuring deviation from expected non-interaction effect. (1) Drug 1: C=CCn1c(=O)c2cnc(Nc3ccc(N4CCN(C)CC4)cc3)nc2n1-c1cccc(C(C)(C)O)n1. Drug 2: O=C(O)C1(Cc2cccc(Nc3nccs3)n2)CCC(Oc2cccc(Cl)c2F)CC1. Cell line: RPMI7951. Synergy scores: synergy=-4.48. (2) Drug 1: COC1=C2CC(C)CC(OC)C(O)C(C)C=C(C)C(OC(N)=O)C(OC)C=CC=C(C)C(=O)NC(=CC1=O)C2=O. Drug 2: CCC1(O)C(=O)OCc2c1cc1n(c2=O)Cc2cc3c(CN(C)C)c(O)ccc3nc2-1. Cell line: MSTO. Synergy scores: synergy=-14.6.